Dataset: Forward reaction prediction with 1.9M reactions from USPTO patents (1976-2016). Task: Predict the product of the given reaction. (1) Given the reactants Cl[C:2]1[N:7]2[N:8]=[C:9]([CH:11]3[CH2:13][CH2:12]3)[N:10]=[C:6]2[C:5]2[CH:14]=[C:15]([Cl:18])[CH:16]=[N:17][C:4]=2[N:3]=1.[CH3:19][N:20]1[CH2:25][CH2:24][NH:23][CH2:22][CH2:21]1, predict the reaction product. The product is: [Cl:18][C:15]1[CH:16]=[N:17][C:4]2[N:3]=[C:2]([N:23]3[CH2:24][CH2:25][N:20]([CH3:19])[CH2:21][CH2:22]3)[N:7]3[N:8]=[C:9]([CH:11]4[CH2:13][CH2:12]4)[N:10]=[C:6]3[C:5]=2[CH:14]=1. (2) Given the reactants [Cl:1][C:2]1[C:3]([CH3:11])=[N:4][CH:5]=[C:6]([CH3:10])[C:7]=1[O:8][CH3:9].C(N)(N)=[O:13].OO.C1(=O)OC(=O)C2=CC=CC=C12.S([O-])([O-])(=O)=S.[Na+].[Na+], predict the reaction product. The product is: [Cl:1][C:2]1[C:3]([CH3:11])=[N+:4]([O-:13])[CH:5]=[C:6]([CH3:10])[C:7]=1[O:8][CH3:9]. (3) The product is: [O:28]1[CH2:29][CH2:30][N:25]([C:5]2[CH:12]=[CH:11][C:8]([CH:9]=[O:10])=[CH:7][C:6]=2[N+:13]([O-:15])=[O:14])[CH2:26][CH2:27]1. Given the reactants ClCCl.F[C:5]1[CH:12]=[CH:11][C:8]([CH:9]=[O:10])=[CH:7][C:6]=1[N+:13]([O-:15])=[O:14].C(N(C(C)C)CC)(C)C.[NH:25]1[CH2:30][CH2:29][O:28][CH2:27][CH2:26]1, predict the reaction product. (4) Given the reactants [CH2:1]([O:8][C:9](=[O:24])[C@@H:10]([NH:20][C:21](=[O:23])[CH3:22])[CH2:11][NH:12]C(OC(C)(C)C)=O)[C:2]1[CH:7]=[CH:6][CH:5]=[CH:4][CH:3]=1.[ClH:25], predict the reaction product. The product is: [ClH:25].[CH2:1]([O:8][C:9](=[O:24])[C@@H:10]([NH:20][C:21](=[O:23])[CH3:22])[CH2:11][NH2:12])[C:2]1[CH:3]=[CH:4][CH:5]=[CH:6][CH:7]=1. (5) Given the reactants [Br:1][C:2]1[C:7](=[O:8])[N:6]2[C:9]([CH3:13])=[CH:10][CH:11]=[CH:12][C:5]2=[N:4][C:3]=1[CH:14](O)[CH3:15].C1(P(C2C=CC=CC=2)C2C=CC=CC=2)C=CC=CC=1.[C:36]1(=[O:46])[NH:40][C:39](=[O:41])[C:38]2=[CH:42][CH:43]=[CH:44][CH:45]=[C:37]12.N(C(OC(C)C)=O)=NC(OC(C)C)=O, predict the reaction product. The product is: [Br:1][C:2]1[C:7](=[O:8])[N:6]2[C:9]([CH3:13])=[CH:10][CH:11]=[CH:12][C:5]2=[N:4][C:3]=1[CH:14]([N:40]1[C:36](=[O:46])[C:37]2[C:38](=[CH:42][CH:43]=[CH:44][CH:45]=2)[C:39]1=[O:41])[CH3:15]. (6) The product is: [CH2:23]([O:25][C:26]([C:28]1[C:29]2[S:37][CH:36]=[C:35]([CH2:38][O:21][C:19]3[CH:20]=[C:15]([O:14][CH2:7][C:8]4[CH:9]=[CH:10][CH:11]=[CH:12][CH:13]=4)[CH:16]=[CH:17][C:18]=3[CH3:22])[C:30]=2[C:31]([Cl:34])=[N:32][CH:33]=1)=[O:27])[CH3:24]. Given the reactants C(=O)([O-])[O-].[K+].[K+].[CH2:7]([O:14][C:15]1[CH:16]=[CH:17][C:18]([CH3:22])=[C:19]([OH:21])[CH:20]=1)[C:8]1[CH:13]=[CH:12][CH:11]=[CH:10][CH:9]=1.[CH2:23]([O:25][C:26]([C:28]1[C:29]2[S:37][CH:36]=[C:35]([CH2:38]Br)[C:30]=2[C:31]([Cl:34])=[N:32][CH:33]=1)=[O:27])[CH3:24], predict the reaction product. (7) Given the reactants Cl[C:2]1[C:10]2[C:5](=[N:6][C:7]([NH:11][CH2:12][CH2:13][N:14]3[CH2:19][CH2:18][O:17][CH2:16][CH2:15]3)=[N:8][CH:9]=2)[N:4]([CH3:20])[N:3]=1.[C:21]([O:25][C:26](=[O:44])[NH:27][C:28]1[CH:33]=[CH:32][C:31](B2OC(C)(C)C(C)(C)O2)=[CH:30][C:29]=1[CH3:43])([CH3:24])([CH3:23])[CH3:22], predict the reaction product. The product is: [C:21]([O:25][C:26](=[O:44])[NH:27][C:28]1[CH:33]=[CH:32][C:31]([C:2]2[C:10]3[C:5](=[N:6][C:7]([NH:11][CH2:12][CH2:13][N:14]4[CH2:19][CH2:18][O:17][CH2:16][CH2:15]4)=[N:8][CH:9]=3)[N:4]([CH3:20])[N:3]=2)=[CH:30][C:29]=1[CH3:43])([CH3:24])([CH3:23])[CH3:22]. (8) Given the reactants C([O:8][C:9]([N:11]1[CH2:16][CH2:15][O:14][CH2:13][C@H:12]1[CH2:17][O:18][C:19]1[CH:28]=[CH:27][C:22]([C:23]([O:25][CH3:26])=[O:24])=[CH:21][CH:20]=1)=[O:10])C1C=CC=CC=1.C(N(CC)CC)C.C(OC(O[C:39]([CH3:42])([CH3:41])[CH3:40])=O)(O[C:39]([CH3:42])([CH3:41])[CH3:40])=O, predict the reaction product. The product is: [C:39]([O:8][C:9]([N:11]1[CH2:16][CH2:15][O:14][CH2:13][C@H:12]1[CH2:17][O:18][CH:19]1[CH2:20][CH2:21][CH:22]([C:23]([O:25][CH3:26])=[O:24])[CH2:27][CH2:28]1)=[O:10])([CH3:42])([CH3:41])[CH3:40]. (9) Given the reactants [Cl:1][C:2]1[CH:17]=[CH:16][C:15]([Cl:18])=[CH:14][C:3]=1[O:4][C:5]1[C:10]([C:11]([OH:13])=O)=[CH:9][N:8]=[CH:7][N:6]=1.[CH2:19](N(CC)CC)C.[I-].ClC1C=CC=C[N+]=1C.[CH3:35][O:36][C:37]1[C:42]([NH2:43])=[CH:41][CH:40]=[CH:39][N:38]=1.[H-].[Na+].CI, predict the reaction product. The product is: [CH3:35][O:36][C:37]1[C:42]([N:43]([CH3:19])[C:11]([C:10]2[C:5]([O:4][C:3]3[CH:14]=[C:15]([Cl:18])[CH:16]=[CH:17][C:2]=3[Cl:1])=[N:6][CH:7]=[N:8][CH:9]=2)=[O:13])=[CH:41][CH:40]=[CH:39][N:38]=1.